Task: Predict the reactants needed to synthesize the given product.. Dataset: Full USPTO retrosynthesis dataset with 1.9M reactions from patents (1976-2016) (1) Given the product [NH2:21][C:19](=[O:20])[CH2:18][O:17][C:16]1[CH:15]=[CH:14][C:13]([C:3]2[CH:4]=[C:5]3[C:9](=[CH:10][C:2]=2[Cl:1])[NH:8][CH:7]=[C:6]3[C:11]([OH:30])=[O:12])=[CH:23][CH:22]=1, predict the reactants needed to synthesize it. The reactants are: [Cl:1][C:2]1[CH:10]=[C:9]2[C:5]([C:6]([CH:11]=[O:12])=[CH:7][NH:8]2)=[CH:4][C:3]=1[C:13]1[CH:23]=[CH:22][C:16]([O:17][CH2:18][C:19]([NH2:21])=[O:20])=[CH:15][CH:14]=1.CC(=CC)C.Cl([O-])=[O:30].[Na+].O.OP([O-])(O)=O.[Na+]. (2) Given the product [NH2:29][C@H:26]1[CH2:27][CH2:28][N:24]([C:23]2[C:6]3[C:5]4[CH:4]=[C:3]([C:1]#[N:2])[N:11]=[CH:10][C:9]=4[N:8]([CH2:12][O:13][CH2:14][CH2:15][Si:16]([CH3:19])([CH3:18])[CH3:17])[C:7]=3[N:20]=[CH:21][CH:22]=2)[CH2:25]1, predict the reactants needed to synthesize it. The reactants are: [C:1]([C:3]1[N:11]=[CH:10][C:9]2[N:8]([CH2:12][O:13][CH2:14][CH2:15][Si:16]([CH3:19])([CH3:18])[CH3:17])[C:7]3[N:20]=[CH:21][CH:22]=[C:23]([N:24]4[CH2:28][CH2:27][C@H:26]([NH:29]C(=O)OC(C)(C)C)[CH2:25]4)[C:6]=3[C:5]=2[CH:4]=1)#[N:2].FC(F)(F)C(O)=O.